Dataset: Catalyst prediction with 721,799 reactions and 888 catalyst types from USPTO. Task: Predict which catalyst facilitates the given reaction. (1) Reactant: Br[C:2]1[CH:3]=[C:4]2[C:8](=[CH:9][CH:10]=1)[NH:7][CH:6]=[CH:5]2.[H-].[K+].C([Li])(C)(C)C.[F:18][C:19]([F:30])([F:29])[C:20](O[C:20](=[O:21])[C:19]([F:30])([F:29])[F:18])=[O:21].[Cl-].[NH4+]. Product: [F:18][C:19]([F:30])([F:29])[C:20]([C:2]1[CH:3]=[C:4]2[C:8](=[CH:9][CH:10]=1)[NH:7][CH:6]=[CH:5]2)=[O:21]. The catalyst class is: 773. (2) Reactant: [Cl:1][CH2:2][CH2:3][C:4]1[CH:5]=[C:6]2[C:10](=[CH:11][CH:12]=1)[NH:9][CH:8]=[C:7]2[CH:13]=O.Cl.[NH2:16]O.S([O-])([O-])(=O)=O.[Mg+2].O.C1(C)C=CC(S(O)(=O)=O)=CC=1. Product: [C:13]([C:7]1[C:6]2[C:10](=[CH:11][CH:12]=[C:4]([CH2:3][CH2:2][Cl:1])[CH:5]=2)[NH:9][CH:8]=1)#[N:16]. The catalyst class is: 3. (3) Reactant: [S:1]1[C:5]2[CH:6]=[CH:7][CH:8]=[CH:9][C:4]=2[CH:3]=[C:2]1/[CH:10]=[CH:11]/[C:12]([OH:14])=O.CCN(CC)CC.ClC(OCC(C)C)=O.[N-:30]=[N+:31]=[N-:32].[Na+]. Product: [S:1]1[C:5]2[CH:6]=[CH:7][CH:8]=[CH:9][C:4]=2[CH:3]=[C:2]1/[CH:10]=[CH:11]/[C:12]([N:30]=[N+:31]=[N-:32])=[O:14]. The catalyst class is: 95. (4) Reactant: [CH3:1][O:2][C:3]([C:5]1[CH:10]=[CH:9][C:8]([C:11]2[CH:16]=[C:15]([NH2:17])[CH:14]=[C:13]([CH2:18][N:19]([CH3:21])[CH3:20])[CH:12]=2)=[CH:7][CH:6]=1)=[O:4].CCN(C(C)C)C(C)C.Cl[C:32]1[CH:40]=[C:39](Cl)[CH:38]=[CH:37][C:33]=1[C:34](Cl)=[O:35]. Product: [CH3:1][O:2][C:3]([C:5]1[CH:6]=[CH:7][C:8]([C:11]2[CH:16]=[C:15]([NH:17][C:34]([C:33]3[CH:37]=[CH:38][CH:39]=[CH:40][CH:32]=3)=[O:35])[CH:14]=[C:13]([CH2:18][N:19]([CH3:20])[CH3:21])[CH:12]=2)=[CH:9][CH:10]=1)=[O:4]. The catalyst class is: 124.